From a dataset of NCI-60 drug combinations with 297,098 pairs across 59 cell lines. Regression. Given two drug SMILES strings and cell line genomic features, predict the synergy score measuring deviation from expected non-interaction effect. Drug 1: CC1=C(C=C(C=C1)NC2=NC=CC(=N2)N(C)C3=CC4=NN(C(=C4C=C3)C)C)S(=O)(=O)N.Cl. Drug 2: CN1CCC(CC1)COC2=C(C=C3C(=C2)N=CN=C3NC4=C(C=C(C=C4)Br)F)OC. Cell line: TK-10. Synergy scores: CSS=21.2, Synergy_ZIP=4.14, Synergy_Bliss=7.62, Synergy_Loewe=-15.4, Synergy_HSA=7.24.